Dataset: HIV replication inhibition screening data with 41,000+ compounds from the AIDS Antiviral Screen. Task: Binary Classification. Given a drug SMILES string, predict its activity (active/inactive) in a high-throughput screening assay against a specified biological target. (1) The drug is Cn1nccc2c(=O)n(C)c(=O)nc1-2. The result is 0 (inactive). (2) The compound is C1CCC(OCc2nnn3c2CCC3)OC1. The result is 0 (inactive).